Dataset: Peptide-MHC class II binding affinity with 134,281 pairs from IEDB. Task: Regression. Given a peptide amino acid sequence and an MHC pseudo amino acid sequence, predict their binding affinity value. This is MHC class II binding data. (1) The peptide sequence is KYRWLNLSANGDLRL. The MHC is DRB1_0404 with pseudo-sequence DRB1_0404. The binding affinity (normalized) is 0.525. (2) The peptide sequence is MRIYCSLFKNVRL. The MHC is DRB4_0101 with pseudo-sequence DRB4_0103. The binding affinity (normalized) is 0.175. (3) The peptide sequence is IMRIKKLTITGKGTL. The MHC is HLA-DPA10103-DPB10301 with pseudo-sequence HLA-DPA10103-DPB10301. The binding affinity (normalized) is 0.0453. (4) The MHC is DRB1_0901 with pseudo-sequence DRB1_0901. The peptide sequence is AAFKIAATAANSAPA. The binding affinity (normalized) is 0.901. (5) The peptide sequence is FFFLFNILTGKKITA. The MHC is HLA-DQA10501-DQB10302 with pseudo-sequence HLA-DQA10501-DQB10302. The binding affinity (normalized) is 0. (6) The peptide sequence is ISATPEWATPFPHRK. The MHC is HLA-DQA10301-DQB10302 with pseudo-sequence HLA-DQA10301-DQB10302. The binding affinity (normalized) is 0.421. (7) The peptide sequence is RGKMDVSGVQAPVGA. The MHC is DRB1_0405 with pseudo-sequence DRB1_0405. The binding affinity (normalized) is 0.0478. (8) The peptide sequence is EKIEENGSMRVFVDVI. The MHC is HLA-DQA10102-DQB10602 with pseudo-sequence HLA-DQA10102-DQB10602. The binding affinity (normalized) is 0.661.